This data is from Forward reaction prediction with 1.9M reactions from USPTO patents (1976-2016). The task is: Predict the product of the given reaction. (1) The product is: [CH2:27]([O:26][C:21]1[CH:22]=[CH:23][CH:24]=[CH:25][C:20]=1[C:18]1[N:17]=[CH:16][N:15]=[C:14]([NH:1][C:2]2[CH:7]=[CH:6][C:5]([CH2:8][S:9]([NH2:12])(=[O:10])=[O:11])=[CH:4][CH:3]=2)[CH:19]=1)[CH3:28]. Given the reactants [NH2:1][C:2]1[CH:7]=[CH:6][C:5]([CH2:8][S:9]([NH-:12])(=[O:11])=[O:10])=[CH:4][CH:3]=1.Cl[C:14]1[CH:19]=[C:18]([C:20]2[CH:25]=[CH:24][CH:23]=[CH:22][C:21]=2[O:26][CH2:27][CH3:28])[N:17]=[CH:16][N:15]=1, predict the reaction product. (2) Given the reactants Cl[CH2:2][C:3]([N:5]([CH3:7])[CH3:6])=[O:4].[Cl:8][C:9]1[CH:17]=[CH:16][CH:15]=[C:14]2[C:10]=1[C:11]([C:18]([OH:20])=[O:19])=[CH:12][NH:13]2.O.O.O.O.O.O.O.O.[OH-].[Ba+2].[OH-].CN(C=O)C, predict the reaction product. The product is: [Cl:8][C:9]1[CH:17]=[CH:16][CH:15]=[C:14]2[C:10]=1[C:11]([C:18]([OH:20])=[O:19])=[CH:12][N:13]2[CH2:2][C:3](=[O:4])[N:5]([CH3:7])[CH3:6].